This data is from Merck oncology drug combination screen with 23,052 pairs across 39 cell lines. The task is: Regression. Given two drug SMILES strings and cell line genomic features, predict the synergy score measuring deviation from expected non-interaction effect. (1) Drug 1: CCC1=CC2CN(C1)Cc1c([nH]c3ccccc13)C(C(=O)OC)(c1cc3c(cc1OC)N(C)C1C(O)(C(=O)OC)C(OC(C)=O)C4(CC)C=CCN5CCC31C54)C2. Drug 2: NC1(c2ccc(-c3nc4ccn5c(=O)[nH]nc5c4cc3-c3ccccc3)cc2)CCC1. Cell line: NCIH1650. Synergy scores: synergy=18.9. (2) Drug 1: Cc1nc(Nc2ncc(C(=O)Nc3c(C)cccc3Cl)s2)cc(N2CCN(CCO)CC2)n1. Drug 2: Cn1cc(-c2cnn3c(N)c(Br)c(C4CCCNC4)nc23)cn1. Cell line: RPMI7951. Synergy scores: synergy=17.2. (3) Drug 1: NC(=O)c1cccc2cn(-c3ccc(C4CCCNC4)cc3)nc12. Drug 2: CC(C)CC(NC(=O)C(Cc1ccccc1)NC(=O)c1cnccn1)B(O)O. Cell line: NCIH1650. Synergy scores: synergy=-20.7. (4) Synergy scores: synergy=-2.78. Drug 1: Cc1nc(Nc2ncc(C(=O)Nc3c(C)cccc3Cl)s2)cc(N2CCN(CCO)CC2)n1. Drug 2: CCC1(O)C(=O)OCc2c1cc1n(c2=O)Cc2cc3c(CN(C)C)c(O)ccc3nc2-1. Cell line: A375. (5) Drug 1: C=CCn1c(=O)c2cnc(Nc3ccc(N4CCN(C)CC4)cc3)nc2n1-c1cccc(C(C)(C)O)n1. Drug 2: Cn1cc(-c2cnn3c(N)c(Br)c(C4CCCNC4)nc23)cn1. Cell line: A2780. Synergy scores: synergy=54.1. (6) Cell line: OV90. Drug 1: CN(Cc1cnc2nc(N)nc(N)c2n1)c1ccc(C(=O)NC(CCC(=O)O)C(=O)O)cc1. Synergy scores: synergy=-7.62. Drug 2: CCN(CC)CCNC(=O)c1c(C)[nH]c(C=C2C(=O)Nc3ccc(F)cc32)c1C. (7) Cell line: UACC62. Synergy scores: synergy=-37.3. Drug 1: CCC1=CC2CN(C1)Cc1c([nH]c3ccccc13)C(C(=O)OC)(c1cc3c(cc1OC)N(C)C1C(O)(C(=O)OC)C(OC(C)=O)C4(CC)C=CCN5CCC31C54)C2. Drug 2: CNC(=O)c1cc(Oc2ccc(NC(=O)Nc3ccc(Cl)c(C(F)(F)F)c3)cc2)ccn1.